This data is from Catalyst prediction with 721,799 reactions and 888 catalyst types from USPTO. The task is: Predict which catalyst facilitates the given reaction. Reactant: [Cl:1][C:2]1[CH:3]=[C:4]2[C:8](=[CH:9][CH:10]=1)[NH:7][N:6]=[C:5]2[CH2:11][Cl:12].[O:13]1[CH:18]=[CH:17][CH2:16][CH2:15][CH2:14]1.O.C1(C)C=CC(S(O)(=O)=O)=CC=1.O. Product: [Cl:1][C:2]1[CH:3]=[C:4]2[C:8](=[CH:9][CH:10]=1)[N:7]([CH:14]1[CH2:15][CH2:16][CH2:17][CH2:18][O:13]1)[N:6]=[C:5]2[CH2:11][Cl:12]. The catalyst class is: 1.